This data is from Forward reaction prediction with 1.9M reactions from USPTO patents (1976-2016). The task is: Predict the product of the given reaction. (1) The product is: [Cl:1][C:2]1[N:7]=[CH:6][C:5]([CH2:8][O:9][CH2:11][CH3:12])=[CH:4][N:3]=1. Given the reactants [Cl:1][C:2]1[N:7]=[CH:6][C:5]([CH2:8][OH:9])=[CH:4][N:3]=1.I[CH2:11][CH3:12].[H-].[Na+], predict the reaction product. (2) Given the reactants [NH2:1][C:2]1[CH:3]=[CH:4][C:5]([O:8][CH3:9])=[N:6][CH:7]=1.[N-:10]([C:13]#[N:14])[C:11]#[N:12].[Na+], predict the reaction product. The product is: [CH3:9][O:8][C:5]1[N:6]=[CH:7][C:2]([NH:1][C:13]([NH2:14])=[N:10][C:11]#[N:12])=[CH:3][CH:4]=1. (3) Given the reactants [CH3:1][N:2]1[C:6]([C:7](O)=[O:8])=[C:5]([CH3:10])[C:4]([C:11]2[CH:16]=[CH:15][C:14]([O:17][CH2:18][C:19]3[C:24]([N:25]4[C:29](=[O:30])[N:28]([CH3:31])[N:27]=[N:26]4)=[CH:23][CH:22]=[CH:21][C:20]=3[CH3:32])=[C:13]([CH3:33])[CH:12]=2)=[N:3]1.O1CCCC1.C(Cl)(=O)C([Cl:42])=O, predict the reaction product. The product is: [CH3:1][N:2]1[C:6]([C:7]([Cl:42])=[O:8])=[C:5]([CH3:10])[C:4]([C:11]2[CH:16]=[CH:15][C:14]([O:17][CH2:18][C:19]3[C:24]([N:25]4[C:29](=[O:30])[N:28]([CH3:31])[N:27]=[N:26]4)=[CH:23][CH:22]=[CH:21][C:20]=3[CH3:32])=[C:13]([CH3:33])[CH:12]=2)=[N:3]1. (4) Given the reactants C(O)C.[C:4]([O:8][C:9]([N:11]([CH2:21][C:22]([O:24][C:25]([CH3:28])([CH3:27])[CH3:26])=[O:23])[C:12]1[CH:17]=[CH:16][CH:15]=[C:14]([CH:18]=[N:19]O)[N:13]=1)=[O:10])([CH3:7])([CH3:6])[CH3:5].[H][H], predict the reaction product. The product is: [NH2:19][CH2:18][C:14]1[N:13]=[C:12]([N:11]([CH2:21][C:22]([O:24][C:25]([CH3:28])([CH3:27])[CH3:26])=[O:23])[C:9]([O:8][C:4]([CH3:7])([CH3:6])[CH3:5])=[O:10])[CH:17]=[CH:16][CH:15]=1. (5) Given the reactants C(OC(=O)[NH:7][C:8]([CH3:43])([C:10]1[CH:15]=[CH:14][CH:13]=[C:12]([CH2:16][CH:17]([NH:19][C:20]2[N:25]=[C:24]([N:26]3[CH2:31][CH2:30][C:29](=[O:32])[N:28]4[CH2:33][CH:34]=[C:35]([C:37]5[CH:42]=[CH:41][CH:40]=[CH:39][CH:38]=5)[N:36]=[C:27]34)[CH:23]=[CH:22][N:21]=2)[CH3:18])[CH:11]=1)[CH3:9])(C)(C)C.FC(F)(F)C(O)=O, predict the reaction product. The product is: [NH2:7][C:8]([C:10]1[CH:11]=[C:12]([CH2:16][CH:17]([NH:19][C:20]2[N:25]=[C:24]([N:26]3[CH2:31][CH2:30][C:29](=[O:32])[N:28]4[CH2:33][CH:34]=[C:35]([C:37]5[CH:38]=[CH:39][CH:40]=[CH:41][CH:42]=5)[N:36]=[C:27]34)[CH:23]=[CH:22][N:21]=2)[CH3:18])[CH:13]=[CH:14][CH:15]=1)([CH3:9])[CH3:43]. (6) Given the reactants N[C:2]1[CH:3]=[C:4]([C:10]#[N:11])[C:5](=[CH:8][CH:9]=1)[C:6]#[N:7].O.N([O-])=O.[Na+].C(Cl)Cl.[BrH:20], predict the reaction product. The product is: [Br:20][C:2]1[CH:3]=[C:4]([C:10]#[N:11])[C:5](=[CH:8][CH:9]=1)[C:6]#[N:7].